From a dataset of Full USPTO retrosynthesis dataset with 1.9M reactions from patents (1976-2016). Predict the reactants needed to synthesize the given product. (1) Given the product [Br:26][C:2]1[S:3][C:4]([C:8]([O:10][CH2:11][CH3:12])=[O:9])=[C:5]([CH3:7])[N:6]=1, predict the reactants needed to synthesize it. The reactants are: N[C:2]1[S:3][C:4]([C:8]([O:10][CH2:11][CH3:12])=[O:9])=[C:5]([CH3:7])[N:6]=1.P(=O)(O)(O)O.[N+]([O-])(O)=O.N([O-])=O.[Na+].[BrH:26]. (2) Given the product [CH2:35]([O:34][C:31]1[CH:30]=[C:6]([CH2:7][N:8]2[CH2:13][CH2:12][CH:11]([NH:14][C:15]3[O:16][C:17]4[CH:23]=[CH:22][C:21]([O:24][CH2:25][CH2:26][CH2:27][O:28][CH3:29])=[CH:20][C:18]=4[N:19]=3)[CH2:10][CH2:9]2)[CH:5]=[C:4]([O:3][CH2:1][CH3:2])[C:32]=1[C:51]1[CH:56]=[CH:55][C:54]([F:57])=[CH:53][CH:52]=1)[CH3:36], predict the reactants needed to synthesize it. The reactants are: [CH2:1]([O:3][C:4]1[CH:5]=[C:6]([CH:30]=[C:31]([O:34][CH2:35][CH3:36])[C:32]=1F)[CH2:7][N:8]1[CH2:13][CH2:12][CH:11]([NH:14][C:15]2[O:16][C:17]3[CH:23]=[CH:22][C:21]([O:24][CH2:25][CH2:26][CH2:27][O:28][CH3:29])=[CH:20][C:18]=3[N:19]=2)[CH2:10][CH2:9]1)[CH3:2].C(OC1C=C(C=O)C=C(OCC)C=1[C:51]1[CH:56]=[CH:55][C:54]([F:57])=[CH:53][CH:52]=1)C.C([BH3-])#N.[Na+].C(N(C(C)C)C(C)C)C. (3) The reactants are: [NH2:1][C:2]1[CH:7]=[CH:6][CH:5]=[CH:4][CH:3]=1.[Br-:8].[CH2:9]([P+:12]([C:25]1[CH:30]=[CH:29][CH:28]=[CH:27][CH:26]=1)([C:19]1[CH:24]=[CH:23][CH:22]=[CH:21][CH:20]=1)[C:13]1[CH:18]=[CH:17][CH:16]=[CH:15][CH:14]=1)[C:10]#[CH:11]. Given the product [Br-:8].[NH:1]([C:10]([CH3:11])=[CH:9][P+:12]([C:19]1[CH:24]=[CH:23][CH:22]=[CH:21][CH:20]=1)([C:13]1[CH:14]=[CH:15][CH:16]=[CH:17][CH:18]=1)[C:25]1[CH:30]=[CH:29][CH:28]=[CH:27][CH:26]=1)[C:2]1[CH:7]=[CH:6][CH:5]=[CH:4][CH:3]=1, predict the reactants needed to synthesize it. (4) Given the product [Br:1][C:2]1[CH:7]=[CH:6][C:5]([CH2:8][Br:12])=[C:4]([Cl:10])[CH:3]=1, predict the reactants needed to synthesize it. The reactants are: [Br:1][C:2]1[CH:7]=[CH:6][C:5]([CH2:8]O)=[C:4]([Cl:10])[CH:3]=1.C(Br)(Br)(Br)[Br:12].C1(P(C2C=CC=CC=2)C2C=CC=CC=2)C=CC=CC=1. (5) Given the product [CH2:31]([OH:36])[CH:32]([OH:34])[CH3:33].[CH:18]1[C:19]([C@H:20]2[C@H:25]([CH2:26][O:27][C:28]3[CH:29]=[CH:30][C:31]4[O:36][CH2:35][O:34][C:32]=4[CH:33]=3)[CH2:24][NH:23][CH2:22][CH2:21]2)=[CH:14][CH:15]=[C:16]([F:37])[CH:17]=1, predict the reactants needed to synthesize it. The reactants are: C1C(O)=CC2C(CCN)=CNC=2C=1.[CH:14]1[C:19]([C@H:20]2[C@H:25]([CH2:26][O:27][C:28]3[CH:29]=[CH:30][C:31]4[O:36][CH2:35][O:34][C:32]=4[CH:33]=3)[CH2:24][NH:23][CH2:22][CH2:21]2)=[CH:18][CH:17]=[C:16]([F:37])[CH:15]=1.C([O-])(=O)C1C=CC=CC=1.[Na+].